From a dataset of Reaction yield outcomes from USPTO patents with 853,638 reactions. Predict the reaction yield, written as a fraction of the theoretical maximum amount of product (1.0 means a 100% yield; for example, 0.34 means a 34% yield). (1) The reactants are [OH:1][C@H:2]([CH2:7][CH2:8][CH:9]=[CH2:10])CC(O)=O.F[B-](F)(F)F.[CH3:16][O+](C)C.CN(C)C1C2C(=CC=CC=2N(C)C)C=CC=1.Cl.[C:37]([O:40][CH2:41]C)(=[O:39])[CH3:38]. The catalyst is ClCCl. The product is [CH3:41][O:40][C:37](=[O:39])[CH2:38][C@H:2]([O:1][CH3:16])[CH2:7][CH2:8][CH:9]=[CH2:10]. The yield is 0.470. (2) The reactants are [Cl:1][C:2]1[CH:3]=[C:4]([NH:16][C:17]2[C:26]3[C:21](=[CH:22][C:23]([O:30][C@H:31]4[CH2:35][CH2:34][O:33][CH2:32]4)=[C:24]([N+:27]([O-])=O)[CH:25]=3)[N:20]=[CH:19][N:18]=2)[CH:5]=[CH:6][C:7]=1[O:8][CH2:9][C:10]1[CH:15]=[CH:14][CH:13]=[CH:12][N:11]=1.Cl.[OH-].[Na+]. The catalyst is CCO.[Fe]. The product is [Cl:1][C:2]1[CH:3]=[C:4]([NH:16][C:17]2[C:26]3[C:21](=[CH:22][C:23]([O:30][C@H:31]4[CH2:35][CH2:34][O:33][CH2:32]4)=[C:24]([NH2:27])[CH:25]=3)[N:20]=[CH:19][N:18]=2)[CH:5]=[CH:6][C:7]=1[O:8][CH2:9][C:10]1[CH:15]=[CH:14][CH:13]=[CH:12][N:11]=1. The yield is 0.655. (3) The reactants are [C:1]([C:3]1[CH:4]=[C:5]([CH:10]=[CH:11][C:12]=1[OH:13])[C:6]([O:8][CH3:9])=[O:7])#[N:2].C([O-])([O-])=O.[K+].[K+].C(C(N)CBr)(O[C:23](C)([CH3:25])[CH3:24])=O. The catalyst is CN(C=O)C.O. The product is [C:1]([C:3]1[CH:4]=[C:5]([CH:10]=[CH:11][C:12]=1[O:13][CH:23]([CH3:25])[CH3:24])[C:6]([O:8][CH3:9])=[O:7])#[N:2]. The yield is 0.550. (4) The reactants are [O:1]=[C:2]1[C:10]2[C:5](=[CH:6][CH:7]=[CH:8][CH:9]=2)[C:4](=[O:11])[N:3]1[CH2:12][CH2:13][CH2:14][C:15]1[CH:16]=[C:17]([CH:20]=[CH:21][CH:22]=1)[CH:18]=O.[Br-].[C:24]1([C:50]2[CH:55]=[CH:54][CH:53]=[CH:52][CH:51]=2)[CH:29]=[CH:28][CH:27]=[CH:26][C:25]=1[CH2:30][P+](C1C=CC=CC=1)(C1C=CC=CC=1)C1C=CC=CC=1. No catalyst specified. The product is [C:24]1([C:50]2[CH:51]=[CH:52][CH:53]=[CH:54][CH:55]=2)[CH:29]=[CH:28][CH:27]=[CH:26][C:25]=1/[CH:30]=[CH:18]/[C:17]1[CH:16]=[C:15]([CH2:14][CH2:13][CH2:12][N:3]2[C:4](=[O:11])[C:5]3[C:10](=[CH:9][CH:8]=[CH:7][CH:6]=3)[C:2]2=[O:1])[CH:22]=[CH:21][CH:20]=1. The yield is 0.130. (5) The reactants are [CH3:1][O:2][C:3]1[CH:8]=[CH:7][C:6]([C:9]2([C:12]([OH:14])=[O:13])[CH2:11][CH2:10]2)=[CH:5][CH:4]=1.O.[C:16]1(C)C=CC(S(O)(=O)=O)=CC=1. The catalyst is CO. The product is [CH3:16][O:13][C:12]([C:9]1([C:6]2[CH:5]=[CH:4][C:3]([O:2][CH3:1])=[CH:8][CH:7]=2)[CH2:10][CH2:11]1)=[O:14]. The yield is 0.990. (6) The reactants are Cl[C:2]1[C:11]2[C:6](=[CH:7][CH:8]=[C:9]([O:12][CH2:13][CH:14]3[CH2:18][CH2:17][N:16](C(OC(C)(C)C)=O)[CH2:15]3)[CH:10]=2)[N:5]=[CH:4][N:3]=1.[Cl:26][C:27]1[CH:28]=[C:29]([CH:31]=[CH:32][C:33]=1[O:34][CH2:35][C:36]1[CH:41]=[CH:40][CH:39]=[CH:38][N:37]=1)[NH2:30]. No catalyst specified. The product is [Cl:26][C:27]1[CH:28]=[C:29]([NH:30][C:2]2[C:11]3[C:6](=[CH:7][CH:8]=[C:9]([O:12][CH2:13][CH:14]4[CH2:18][CH2:17][NH:16][CH2:15]4)[CH:10]=3)[N:5]=[CH:4][N:3]=2)[CH:31]=[CH:32][C:33]=1[O:34][CH2:35][C:36]1[CH:41]=[CH:40][CH:39]=[CH:38][N:37]=1. The yield is 0.560. (7) The reactants are [NH:1]1[CH:5]=[C:4]([C:6]2[C:7]3[CH:14]=[CH:13][N:12]([CH2:15][O:16][CH2:17][CH2:18][Si:19]([CH3:22])([CH3:21])[CH3:20])[C:8]=3[N:9]=[CH:10][N:11]=2)[CH:3]=[N:2]1.[CH2:23]=[C:24]1[CH2:27][CH:26]([CH:28]=[CH:29][C:30]#[N:31])[CH2:25]1.N12CCCN=C1CCCCC2. The catalyst is C(#N)C. The product is [CH2:23]=[C:24]1[CH2:27][CH:26]([CH:28]([N:1]2[CH:5]=[C:4]([C:6]3[C:7]4[CH:14]=[CH:13][N:12]([CH2:15][O:16][CH2:17][CH2:18][Si:19]([CH3:22])([CH3:21])[CH3:20])[C:8]=4[N:9]=[CH:10][N:11]=3)[CH:3]=[N:2]2)[CH2:29][C:30]#[N:31])[CH2:25]1. The yield is 0.601. (8) The reactants are [Br:1][C:2]1[CH:3]=[C:4]([OH:10])[C:5]([O:8][CH3:9])=[CH:6][CH:7]=1.[C:11]([O:15][C:16]([N:18]1[CH2:23]C2[CH:20]([O:21]2)[CH2:19]1)=[O:17])([CH3:14])([CH3:13])[CH3:12].[C:24](=O)([O-])[O-].[Cs+].[Cs+]. The catalyst is C(O)C.C1OCCOCCOCCOCCOCCOC1. The product is [C:11]([O:15][C:16]([N:18]1[CH2:19][C@@H:20]([OH:21])[C@H:9]([O:8][C:5]2[CH:6]=[CH:7][C:2]([Br:1])=[CH:3][C:4]=2[O:10][CH3:24])[CH2:23]1)=[O:17])([CH3:14])([CH3:13])[CH3:12]. The yield is 0.690. (9) The reactants are [F:1][C:2]([F:19])([F:18])[CH:3]([C:5]1[CH:10]=[CH:9][C:8]([C:11]2[CH:16]=[CH:15][CH:14]=[C:13]([F:17])[CH:12]=2)=[CH:7][CH:6]=1)[OH:4].[H-].[Na+].[NH2:22][C:23]1[N:28]=[C:27](Cl)[CH:26]=[C:25]([Cl:30])[N:24]=1.C(O)(C(F)(F)F)=O. The catalyst is C1COCC1. The product is [Cl:30][C:25]1[CH:26]=[C:27]([O:4][CH:3]([C:5]2[CH:10]=[CH:9][C:8]([C:11]3[CH:16]=[CH:15][CH:14]=[C:13]([F:17])[CH:12]=3)=[CH:7][CH:6]=2)[C:2]([F:1])([F:18])[F:19])[N:28]=[C:23]([NH2:22])[N:24]=1. The yield is 0.730. (10) The reactants are [CH3:1][O:2][C:3](=[O:16])[CH:4]=[CH:5][C:6]1[CH:11]=[CH:10][CH:9]=[C:8]([S:12](Cl)(=[O:14])=[O:13])[CH:7]=1.[CH3:17][O:18][C:19]1[C:20]([NH2:25])=[CH:21][CH:22]=[CH:23][CH:24]=1.C([O-])(O)=O.[Na+]. The catalyst is O1CCOCC1.O. The product is [CH3:1][O:2][C:3](=[O:16])[CH:4]=[CH:5][C:6]1[CH:11]=[CH:10][CH:9]=[C:8]([S:12](=[O:14])(=[O:13])[NH:25][C:20]2[CH:21]=[CH:22][CH:23]=[CH:24][C:19]=2[O:18][CH3:17])[CH:7]=1. The yield is 0.790.